This data is from Peptide-MHC class II binding affinity with 134,281 pairs from IEDB. The task is: Regression. Given a peptide amino acid sequence and an MHC pseudo amino acid sequence, predict their binding affinity value. This is MHC class II binding data. (1) The peptide sequence is SQDLELSWNLEGLQAY. The MHC is DRB1_0401 with pseudo-sequence DRB1_0401. The binding affinity (normalized) is 0.697. (2) The MHC is HLA-DQA10501-DQB10302 with pseudo-sequence HLA-DQA10501-DQB10302. The binding affinity (normalized) is 0.246. The peptide sequence is VIGLYGNGILVGDNS.